Predict the reactants needed to synthesize the given product. From a dataset of Full USPTO retrosynthesis dataset with 1.9M reactions from patents (1976-2016). (1) Given the product [CH3:1][C:2]([O:6][C:21]1[CH:22]=[C:23]2[C:28](=[CH:29][CH:30]=1)[N:27]=[CH:26][CH:25]=[CH:24]2)([CH3:3])[C:4]#[CH:5], predict the reactants needed to synthesize it. The reactants are: [CH3:1][C:2]([OH:6])([C:4]#[CH:5])[CH3:3].FC(F)(F)C(OC(=O)C(F)(F)F)=O.O[C:21]1[CH:22]=[C:23]2[C:28](=[CH:29][CH:30]=1)[N:27]=[CH:26][CH:25]=[CH:24]2.Cl. (2) The reactants are: [Cl:1][C:2]1[CH:3]=[C:4]([CH:8]([NH2:10])[CH3:9])[CH:5]=[CH:6][CH:7]=1.F[C:12]1[CH:17]=[C:16](F)[CH:15]=[CH:14][C:13]=1[N+:19]([O-:21])=[O:20].[CH:22]([N:25](CC)[CH:26]([CH3:28])C)([CH3:24])C.C(#[N:33])C. Given the product [ClH:1].[Cl:1][C:2]1[CH:3]=[C:4]([CH:8]([NH:10][C:12]2[CH:17]=[C:16]([N:33]3[CH2:28][CH2:26][NH:25][CH2:22][CH2:24]3)[CH:15]=[CH:14][C:13]=2[N+:19]([O-:21])=[O:20])[CH3:9])[CH:5]=[CH:6][CH:7]=1, predict the reactants needed to synthesize it. (3) Given the product [CH3:42][CH:40]([C:37]1[N:36]=[C:35]([N:32]2[CH2:31][CH2:30][CH:29]([CH2:28][O:27][C:24]3[CH:23]=[CH:22][C:21]([C:14]4[CH:15]=[CH:16][C:11]([C:9]([NH:8][CH2:7][C:1]5[CH:6]=[CH:5][CH:4]=[CH:3][CH:2]=5)=[O:10])=[CH:12][CH:13]=4)=[CH:26][CH:25]=3)[CH2:34][CH2:33]2)[O:39][N:38]=1)[CH3:41], predict the reactants needed to synthesize it. The reactants are: [C:1]1([CH2:7][NH:8][C:9]([C:11]2[CH:16]=[CH:15][C:14](B(O)O)=[CH:13][CH:12]=2)=[O:10])[CH:6]=[CH:5][CH:4]=[CH:3][CH:2]=1.Br[C:21]1[CH:26]=[CH:25][C:24]([O:27][CH2:28][CH:29]2[CH2:34][CH2:33][N:32]([C:35]3[O:39][N:38]=[C:37]([CH:40]([CH3:42])[CH3:41])[N:36]=3)[CH2:31][CH2:30]2)=[CH:23][CH:22]=1. (4) Given the product [CH3:25][C:26]([CH3:30])([CH3:29])[CH:27]=[CH:28][C:2]1[CH:7]=[CH:6][CH:5]=[CH:4][C:3]=1[N+:8]([O-:10])=[O:9], predict the reactants needed to synthesize it. The reactants are: Cl[C:2]1[CH:7]=[CH:6][CH:5]=[CH:4][C:3]=1[N+:8]([O-:10])=[O:9].N12CCC(CC1)CN2.C([O-])([O-])=O.[K+].[K+].[CH3:25][C:26]([CH3:30])([CH3:29])[CH:27]=[CH2:28]. (5) The reactants are: CS(O[CH:6]1[CH2:9][N:8]([C:10]2[O:11][CH:12]=[C:13]([C:15]([N:17]3[CH2:22][CH2:21][O:20][CH2:19][CH2:18]3)=[O:16])[N:14]=2)[CH2:7]1)(=O)=O.[C:23]([O-:26])(=[S:25])[CH3:24].[K+]. Given the product [C:23]([S:25][CH:6]1[CH2:7][N:8]([C:10]2[O:11][CH:12]=[C:13]([C:15]([N:17]3[CH2:18][CH2:19][O:20][CH2:21][CH2:22]3)=[O:16])[N:14]=2)[CH2:9]1)(=[O:26])[CH3:24], predict the reactants needed to synthesize it.